Dataset: Peptide-MHC class I binding affinity with 185,985 pairs from IEDB/IMGT. Task: Regression. Given a peptide amino acid sequence and an MHC pseudo amino acid sequence, predict their binding affinity value. This is MHC class I binding data. (1) The peptide sequence is GLNDYLHSV. The MHC is HLA-A02:03 with pseudo-sequence HLA-A02:03. The binding affinity (normalized) is 0.967. (2) The peptide sequence is VPLRPMTY. The MHC is HLA-B51:01 with pseudo-sequence HLA-B51:01. The binding affinity (normalized) is 0. (3) The binding affinity (normalized) is 0. The peptide sequence is SLPSPSRL. The MHC is Mamu-A02 with pseudo-sequence Mamu-A02.